This data is from Drug-target binding data from BindingDB using Ki measurements. The task is: Regression. Given a target protein amino acid sequence and a drug SMILES string, predict the binding affinity score between them. We predict pKi (pKi = -log10(Ki in M); higher means stronger inhibition). Dataset: bindingdb_ki. (1) The drug is COc1ccc(-c2ccccc2)cc1N1CC(=O)NS1(=O)=O. The target protein sequence is MEMEKEFEQIDKSGSWAAIYQDIRHEASDFPCRVAKLPKNKNRNRYRDVSPFDHSRIKLHQEDNDYINASLIKMEEAQRSYILTQGPLPNTCGHFWEMVWEQKSRGVVMLNRVMEKGSLKCAQYWPQKEEKEMIFEDTNLKLTLISEDIKSYYTVRQLELENLTTQETREILHFHYTTWPDFGVPESPASFLNFLFKVRESGSLSPEHGPVVVHCSAGIGRSGTFCLADTCLLLMDKRKDPSSVDIKKVLLEMRKFRMGLIQTADQLRFSYLAVIEGAKFIMGDSSVQDQWKELSHEDLEPPPEHIPPPPRPPKRILEPHNG. The pKi is 5.6. (2) The small molecule is COc1ccc2c(c1)CCC(c1ccccc1)=C2c1ccc(OCCN2CCCC2)cc1. The target protein (P32352) has sequence MKFFPLLLLIGVVGYIMNVLFTTWLPTNYMFDPKTLNEICNSVISKHNAAEGLSTEDLLQDVRDALASHYGDEYINRYVKEEWVFNNAGGAMGQMIILHASVSEYLILFGTAVGTEGHTGVHFADDYFTILHGTQIAALPYATEAEVYTPGMTHHLKKGYAKQYSMPGGSFALELAQGWIPCMLPFGFLDTFSSTLDLYTLYRTVYLTARDMGKNLLQNKKF. The pKi is 6.6. (3) The compound is CC(C)CN(C[C@@H](O)[C@H](Cc1ccccc1)NC(=O)O[C@H]1CCOC1)S(=O)(=O)c1ccc(N)cc1. The pKi is 7.2. The target protein sequence is PQVTLWQRPIVTIKIGGQQREALLDTGADDTVLEDINLPGRWKPKIIGGVGGFVKVRQYDQVPIEICGHKVIGTVLVGPTPANIIGRNLMTQIGCTLNF. (4) The small molecule is COC(=O)[C@H]1[C@@H](c2ccc(Cl)cc2)C[C@@H]2CC[C@H]1N2C. The target is MLLARMKPQVQPELGGADQ. The pKi is 7.4. (5) The small molecule is O=S1(=O)C=Cc2cc(Br)ccc2O1. The target protein (Q16790) has sequence MAPLCPSPWLPLLIPAPAPGLTVQLLLSLLLLVPVHPQRLPRMQEDSPLGGGSSGEDDPLGEEDLPSEEDSPREEDPPGEEDLPGEEDLPGEEDLPEVKPKSEEEGSLKLEDLPTVEAPGDPQEPQNNAHRDKEGDDQSHWRYGGDPPWPRVSPACAGRFQSPVDIRPQLAAFCPALRPLELLGFQLPPLPELRLRNNGHSVQLTLPPGLEMALGPGREYRALQLHLHWGAAGRPGSEHTVEGHRFPAEIHVVHLSTAFARVDEALGRPGGLAVLAAFLEEGPEENSAYEQLLSRLEEIAEEGSETQVPGLDISALLPSDFSRYFQYEGSLTTPPCAQGVIWTVFNQTVMLSAKQLHTLSDTLWGPGDSRLQLNFRATQPLNGRVIEASFPAGVDSSPRAAEPVQLNSCLAAGDILALVFGLLFAVTSVAFLVQMRRQHRRGTKGGVSYRPAEVAETGA. The pKi is 5.2.